This data is from Catalyst prediction with 721,799 reactions and 888 catalyst types from USPTO. The task is: Predict which catalyst facilitates the given reaction. (1) Reactant: [CH3:1][C:2]1[N:3]=[C:4]2[CH:9]=[N:8][C:7]3[CH:10]=[CH:11][S:12][C:6]=3[N:5]2[CH:13]=1.[I:14]N1C(=O)CCC1=O. Product: [I:14][C:13]1[N:5]2[C:6]3[S:12][CH:11]=[CH:10][C:7]=3[N:8]=[CH:9][C:4]2=[N:3][C:2]=1[CH3:1]. The catalyst class is: 2. (2) Reactant: F[C:2]1[CH:3]=[C:4]([CH:14]=[CH:15][C:16]=1[N+:17]([O-:19])=[O:18])[O:5][CH2:6][CH2:7][N:8]1[CH2:13][CH2:12][CH2:11][CH2:10][CH2:9]1.Cl.[NH2:21][C@@H:22]1[CH2:27][CH2:26][C@H:25]([C:28]([NH:30][CH:31]([CH3:33])[CH3:32])=[O:29])[CH2:24][CH2:23]1.CCN(C(C)C)C(C)C. Product: [CH:31]([NH:30][C:28]([C@H:25]1[CH2:24][CH2:23][C@@H:22]([NH:21][C:2]2[CH:3]=[C:4]([O:5][CH2:6][CH2:7][N:8]3[CH2:13][CH2:12][CH2:11][CH2:10][CH2:9]3)[CH:14]=[CH:15][C:16]=2[N+:17]([O-:19])=[O:18])[CH2:27][CH2:26]1)=[O:29])([CH3:33])[CH3:32]. The catalyst class is: 291. (3) Reactant: [NH2:1][C:2]1[CH:7]=[CH:6][CH:5]=[CH:4][CH:3]=1.Br[C:9]1[N:13]([C@H:14]2[O:26][C@@H:25]([CH2:27][O:28]C(=O)C)[C@H:20]([O:21]C(=O)C)[C@@H:15]2[O:16]C(=O)C)[C:12]2[CH:32]=[C:33]([Cl:37])[C:34]([Cl:36])=[CH:35][C:11]=2[N:10]=1.C(O)C. Product: [NH:1]([C:9]1[N:13]([C@H:14]2[O:26][C@@H:25]([CH2:27][OH:28])[C@H:20]([OH:21])[C@@H:15]2[OH:16])[C:12]2[CH:32]=[C:33]([Cl:37])[C:34]([Cl:36])=[CH:35][C:11]=2[N:10]=1)[C:2]1[CH:7]=[CH:6][CH:5]=[CH:4][CH:3]=1. The catalyst class is: 4. (4) Reactant: [NH:1]1[CH2:6][CH2:5][CH:4]([CH2:7][O:8][C:9]2[C:10]([NH2:15])=[N:11][CH:12]=[N:13][CH:14]=2)[CH2:3][CH2:2]1.[Cl:16][C:17]1[N:22]=[C:21](Cl)[N:20]=[C:19]([O:24][CH2:25][CH:26]2[CH2:28][C:27]2([F:30])[F:29])[N:18]=1.CCN(C(C)C)C(C)C.C(Cl)Cl.CO. Product: [Cl:16][C:17]1[N:18]=[C:19]([O:24][CH2:25][CH:26]2[CH2:28][C:27]2([F:30])[F:29])[N:20]=[C:21]([N:1]2[CH2:6][CH2:5][CH:4]([CH2:7][O:8][C:9]3[C:10]([NH2:15])=[N:11][CH:12]=[N:13][CH:14]=3)[CH2:3][CH2:2]2)[N:22]=1. The catalyst class is: 1. (5) Reactant: C([O:3][C:4]([C:6]1[CH:11]=[C:10]([O:12][CH2:13][CH2:14][N:15]2[CH2:20][CH2:19][O:18][CH2:17][CH2:16]2)[CH:9]=[C:8]([C:21]2[CH:26]=[CH:25][CH:24]=[CH:23][CH:22]=2)[N:7]=1)=[O:5])C.[OH-].[Li+]. Product: [N:15]1([CH2:14][CH2:13][O:12][C:10]2[CH:9]=[C:8]([C:21]3[CH:26]=[CH:25][CH:24]=[CH:23][CH:22]=3)[N:7]=[C:6]([C:4]([OH:5])=[O:3])[CH:11]=2)[CH2:20][CH2:19][O:18][CH2:17][CH2:16]1. The catalyst class is: 36.